Predict which catalyst facilitates the given reaction. From a dataset of Catalyst prediction with 721,799 reactions and 888 catalyst types from USPTO. (1) Reactant: C1C=CC2N(O)N=NC=2C=1.Cl.Cl.[O:13]=[C:14]1[C:28]2[C:23](=[CH:24][CH:25]=[C:26]([C:29]3[CH:37]=[CH:36][C:32]([C:33]([NH2:35])=[O:34])=[CH:31][N:30]=3)[CH:27]=2)[O:22][C:16]2([CH2:21][CH2:20][NH:19][CH2:18][CH2:17]2)[CH2:15]1.[CH2:38]([O:40][C:41]1[CH:46]=[C:45]([C:47](O)=[O:48])[CH:44]=[C:43]([O:50][CH2:51][CH3:52])[C:42]=1[C:53]1[CH:58]=[CH:57][C:56]([C:59]([O:61][CH3:62])=[O:60])=[CH:55][CH:54]=1)[CH3:39].O. Product: [C:33]([C:32]1[CH:36]=[CH:37][C:29]([C:26]2[CH:27]=[C:28]3[C:23](=[CH:24][CH:25]=2)[O:22][C:16]2([CH2:21][CH2:20][N:19]([C:47]([C:45]4[CH:44]=[C:43]([O:50][CH2:51][CH3:52])[C:42]([C:53]5[CH:58]=[CH:57][C:56]([C:59]([O:61][CH3:62])=[O:60])=[CH:55][CH:54]=5)=[C:41]([O:40][CH2:38][CH3:39])[CH:46]=4)=[O:48])[CH2:18][CH2:17]2)[CH2:15][C:14]3=[O:13])=[N:30][CH:31]=1)(=[O:34])[NH2:35]. The catalyst class is: 3. (2) Reactant: [C:1]1([OH:7])[CH:6]=[CH:5][CH:4]=[CH:3][CH:2]=1.[H-].[Na+].Cl[C:11]1[CH:16]=[C:15]([O:17][CH3:18])[C:14]([N+:19]([O-:21])=[O:20])=[CH:13][N:12]=1.[Cl-].[NH4+]. Product: [CH3:18][O:17][C:15]1[C:14]([N+:19]([O-:21])=[O:20])=[CH:13][N:12]=[C:11]([O:7][C:1]2[CH:6]=[CH:5][CH:4]=[CH:3][CH:2]=2)[CH:16]=1. The catalyst class is: 9. (3) Reactant: C(Cl)Cl.C(Cl)(=O)C(Cl)=O.[CH2:10]([C:14]1[CH:19]=[CH:18][C:17]([C:20]2[O:24][N:23]=[C:22]([C:25]3[CH:30]=[CH:29][C:28]([CH2:31][OH:32])=[CH:27][CH:26]=3)[N:21]=2)=[CH:16][CH:15]=1)[CH:11]([CH3:13])[CH3:12].C(N(C(C)C)CC)(C)C. Product: [CH2:10]([C:14]1[CH:15]=[CH:16][C:17]([C:20]2[O:24][N:23]=[C:22]([C:25]3[CH:26]=[CH:27][C:28]([CH:31]=[O:32])=[CH:29][CH:30]=3)[N:21]=2)=[CH:18][CH:19]=1)[CH:11]([CH3:13])[CH3:12]. The catalyst class is: 16. (4) Reactant: CS[C:3]([N:6]1[N:10]=[CH:9][C:8]2([CH2:15][CH2:14][O:13][CH2:12][CH2:11]2)[CH2:7]1)=[N:4][CH3:5].[Cl:16][C:17]1[N:18]=[C:19]2[N:23]([C:24]=1[S:25]([NH2:28])(=[O:27])=[O:26])[CH:22]=[CH:21][S:20]2. Product: [CH3:5][NH:4][C:3]([N:6]1[N:10]=[CH:9][C:8]2([CH2:11][CH2:12][O:13][CH2:14][CH2:15]2)[CH2:7]1)=[N:28][S:25]([C:24]1[N:23]2[C:19]([S:20][CH:21]=[CH:22]2)=[N:18][C:17]=1[Cl:16])(=[O:27])=[O:26]. The catalyst class is: 10. (5) Reactant: [NH2:1][C:2]1[C:3]([NH:10][CH2:11][CH2:12][N:13]2[CH2:18][CH2:17][CH:16]([NH:19][C:20](=[O:26])[O:21][C:22]([CH3:25])([CH3:24])[CH3:23])[CH2:15][CH2:14]2)=[N:4][C:5]([O:8][CH3:9])=[CH:6][CH:7]=1.Br[CH2:28][C:29]([O:31][CH2:32][CH3:33])=[O:30].C(=O)([O-])[O-].[K+].[K+]. Product: [CH3:24][C:22]([O:21][C:20]([NH:19][CH:16]1[CH2:15][CH2:14][N:13]([CH2:12][CH2:11][NH:10][C:3]2[C:2]([NH:1][CH2:28][C:29]([O:31][CH2:32][CH3:33])=[O:30])=[CH:7][CH:6]=[C:5]([O:8][CH3:9])[N:4]=2)[CH2:18][CH2:17]1)=[O:26])([CH3:23])[CH3:25]. The catalyst class is: 444.